Dataset: Forward reaction prediction with 1.9M reactions from USPTO patents (1976-2016). Task: Predict the product of the given reaction. (1) Given the reactants Br[C:2]1[C:3]2[N:4]([C:9]([C:12]([NH:14][C:15]3[CH:20]=[CH:19][N:18]=[CH:17][C:16]=3[F:21])=[O:13])=[CH:10][N:11]=2)[N:5]=[C:6]([Cl:8])[CH:7]=1.[CH:22]([N:25]1[CH:29]=[CH:28][C:27]([NH2:30])=[N:26]1)([CH3:24])[CH3:23].C([O-])([O-])=O.[Cs+].[Cs+], predict the reaction product. The product is: [Cl:8][C:6]1[CH:7]=[C:2]([NH:30][C:27]2[CH:28]=[CH:29][N:25]([CH:22]([CH3:24])[CH3:23])[N:26]=2)[C:3]2[N:4]([C:9]([C:12]([NH:14][C:15]3[CH:20]=[CH:19][N:18]=[CH:17][C:16]=3[F:21])=[O:13])=[CH:10][N:11]=2)[N:5]=1. (2) Given the reactants [C:1]([C:3]1[CH:8]=[CH:7][C:6]([CH:9]2[N:14]([CH2:15][C:16]([OH:18])=O)[C:13](=[O:19])[N:12]([C:20]3[CH:25]=[CH:24][CH:23]=[C:22]([C:26]([F:29])([F:28])[F:27])[CH:21]=3)[C:11]3[CH2:30][CH2:31][C:32](=[O:33])[C:10]2=3)=[C:5]([S:34]([CH3:37])(=[O:36])=[O:35])[CH:4]=1)#[N:2].C(N(CC)CC)C.[CH3:45][NH:46][CH2:47][CH2:48][OH:49], predict the reaction product. The product is: [C:1]([C:3]1[CH:8]=[CH:7][C:6]([CH:9]2[N:14]([CH2:15][C:16]([N:46]([CH2:47][CH2:48][OH:49])[CH3:45])=[O:18])[C:13](=[O:19])[N:12]([C:20]3[CH:25]=[CH:24][CH:23]=[C:22]([C:26]([F:29])([F:28])[F:27])[CH:21]=3)[C:11]3[CH2:30][CH2:31][C:32](=[O:33])[C:10]2=3)=[C:5]([S:34]([CH3:37])(=[O:36])=[O:35])[CH:4]=1)#[N:2]. (3) Given the reactants CC1(C)C(C)(C)OB([C:9]2[C:18]3[CH2:17][CH2:16][CH2:15][CH2:14][C:13]=3[N:12]=[C:11]([O:19][CH2:20][C:21]3[N:26]=[C:25]([C:27]#[N:28])[CH:24]=[CH:23][CH:22]=3)[CH:10]=2)O1.Cl[C:31]1[CH:36]=[N:35][CH:34]=[C:33]([O:37][CH3:38])[N:32]=1, predict the reaction product. The product is: [CH3:38][O:37][C:33]1[N:32]=[C:31]([C:9]2[C:18]3[CH2:17][CH2:16][CH2:15][CH2:14][C:13]=3[N:12]=[C:11]([O:19][CH2:20][C:21]3[N:26]=[C:25]([C:27]#[N:28])[CH:24]=[CH:23][CH:22]=3)[CH:10]=2)[CH:36]=[N:35][CH:34]=1. (4) Given the reactants [NH2:1][C:2]1[C:7]([C:8]2[N:30]([C:31]3[CH:36]=[CH:35][C:34]([C:37]4([NH:41]C(=O)OC(C)(C)C)[CH2:40][CH2:39][CH2:38]4)=[CH:33][CH:32]=3)[C:11]3=[N:12][C:13]([C:16]4[CH:21]=[CH:20][CH:19]=[C:18]([N:22]5[CH2:27][CH2:26][S:25](=[O:29])(=[O:28])[CH2:24][CH2:23]5)[CH:17]=4)=[CH:14][CH:15]=[C:10]3[N:9]=2)=[CH:6][CH:5]=[CH:4][N:3]=1.[ClH:49].O1CCOCC1, predict the reaction product. The product is: [ClH:49].[ClH:49].[ClH:49].[NH2:41][C:37]1([C:34]2[CH:33]=[CH:32][C:31]([N:30]3[C:11]4=[N:12][C:13]([C:16]5[CH:21]=[CH:20][CH:19]=[C:18]([N:22]6[CH2:27][CH2:26][S:25](=[O:28])(=[O:29])[CH2:24][CH2:23]6)[CH:17]=5)=[CH:14][CH:15]=[C:10]4[N:9]=[C:8]3[C:7]3[C:2]([NH2:1])=[N:3][CH:4]=[CH:5][CH:6]=3)=[CH:36][CH:35]=2)[CH2:40][CH2:39][CH2:38]1. (5) Given the reactants Cl.[F:2][C:3]1[C:8]([NH:9][C:10]2[C:15]([C:16]3[N:24]=[CH:23][N:22]=[C:21]4[C:17]=3[N:18]=[CH:19][N:20]4C3CCCCO3)=[CH:14][CH:13]=[CH:12][N:11]=2)=[C:7]([F:31])[CH:6]=[CH:5][C:4]=1[NH:32][S:33]([C:36]1[CH:41]=[CH:40][CH:39]=[C:38]([C:42]([F:45])([F:44])[F:43])[CH:37]=1)(=[O:35])=[O:34], predict the reaction product. The product is: [N:24]1[C:16]([C:15]2[C:10]([NH:9][C:8]3[C:3]([F:2])=[C:4]([NH:32][S:33]([C:36]4[CH:41]=[CH:40][CH:39]=[C:38]([C:42]([F:45])([F:43])[F:44])[CH:37]=4)(=[O:35])=[O:34])[CH:5]=[CH:6][C:7]=3[F:31])=[N:11][CH:12]=[CH:13][CH:14]=2)=[C:17]2[C:21]([NH:20][CH:19]=[N:18]2)=[N:22][CH:23]=1.